From a dataset of Ames mutagenicity test results for genotoxicity prediction. Regression/Classification. Given a drug SMILES string, predict its toxicity properties. Task type varies by dataset: regression for continuous values (e.g., LD50, hERG inhibition percentage) or binary classification for toxic/non-toxic outcomes (e.g., AMES mutagenicity, cardiotoxicity, hepatotoxicity). Dataset: ames. (1) The compound is COc1cc(C2OCC3C(c4cc(OC)c(OC)c(OC)c4)OCC23)cc(OC)c1OC. The result is 0 (non-mutagenic). (2) The molecule is CNC(=O)ON(C(=O)NC)C(=O)NC. The result is 0 (non-mutagenic). (3) The molecule is N[C@H](Cc1ccc(F)cc1)C(=O)O. The result is 0 (non-mutagenic). (4) The molecule is O=C(O)CCCC(=O)O. The result is 0 (non-mutagenic).